The task is: Predict the reaction yield, written as a fraction of the theoretical maximum amount of product (1.0 means a 100% yield; for example, 0.34 means a 34% yield).. This data is from Reaction yield outcomes from USPTO patents with 853,638 reactions. (1) The reactants are [CH2:1]([N:3]1[C:7]2[N:8]=[C:9]([C:18]3[CH:23]=[CH:22][C:21]([NH:24][C:25]([NH:27][C:28]4[CH:36]=[CH:35][C:31]([C:32]([OH:34])=O)=[CH:30][CH:29]=4)=[O:26])=[CH:20][CH:19]=3)[N:10]=[C:11]([N:12]3[CH2:17][CH2:16][O:15][CH2:14][CH2:13]3)[C:6]=2[CH:5]=[CH:4]1)[CH3:2].[CH3:37][C@H:38]1[CH2:43][NH:42][CH2:41][C@@H:40]([CH3:44])[NH:39]1. No catalyst specified. The product is [CH3:37][C@H:38]1[NH:39][C@@H:40]([CH3:44])[CH2:41][N:42]([C:32]([C:31]2[CH:35]=[CH:36][C:28]([NH:27][C:25]([NH:24][C:21]3[CH:20]=[CH:19][C:18]([C:9]4[N:10]=[C:11]([N:12]5[CH2:13][CH2:14][O:15][CH2:16][CH2:17]5)[C:6]5[CH:5]=[CH:4][N:3]([CH2:1][CH3:2])[C:7]=5[N:8]=4)=[CH:23][CH:22]=3)=[O:26])=[CH:29][CH:30]=2)=[O:34])[CH2:43]1. The yield is 0.610. (2) The reactants are [N+:1]([CH2:3][C:4]([O:6][CH2:7][CH3:8])=[O:5])#[C-:2].F[B-](F)(F)F.[OH:14][C:15]1[C:20]([Cl:21])=[CH:19][C:18]([N+:22]#[N:23])=[CH:17][C:16]=1[Cl:24].O.O.O.C([O-])(=O)C.[Na+]. The catalyst is C(O)C.O. The product is [Cl:21][C:20]1[CH:19]=[C:18]([N:22]2[CH:2]=[N:1][C:3]([C:4]([O:6][CH2:7][CH3:8])=[O:5])=[N:23]2)[CH:17]=[C:16]([Cl:24])[C:15]=1[OH:14]. The yield is 0.840. (3) The reactants are [I:1][C:2]1[CH:7]=[CH:6][NH:5][C:4](=[O:8])[CH:3]=1.C1C=CN=C(C2C=[CH:17][CH:18]=[CH:19]N=2)C=1.C1(B(O)O)CC1.C([O-])([O-])=O.[Na+].[Na+]. The catalyst is ClC(Cl)C.CC([O-])=O.CC([O-])=O.[Cu+2]. The product is [CH:17]1([N:5]2[CH:6]=[CH:7][C:2]([I:1])=[CH:3][C:4]2=[O:8])[CH2:18][CH2:19]1. The yield is 0.810. (4) The reactants are [N:1]1[CH:6]=[C:5]([O:7][C:8]2[CH:15]=[CH:14][C:11]([CH:12]=O)=[CH:10][CH:9]=2)[CH:4]=[N:3][CH:2]=1.[CH3:16][NH2:17].[BH4-].[Na+].O. The catalyst is CCO. The product is [CH3:16][NH:17][CH2:12][C:11]1[CH:14]=[CH:15][C:8]([O:7][C:5]2[CH:6]=[N:1][CH:2]=[N:3][CH:4]=2)=[CH:9][CH:10]=1. The yield is 1.00.